Task: Predict the reaction yield, written as a fraction of the theoretical maximum amount of product (1.0 means a 100% yield; for example, 0.34 means a 34% yield).. Dataset: Reaction yield outcomes from USPTO patents with 853,638 reactions (1) The reactants are [OH:1][C@@H:2]1[CH2:6][NH:5][C:4](=[O:7])[CH2:3]1.[O:8]1[CH:13]=[CH:12][CH2:11][CH2:10][CH2:9]1.C1(C)C=CC(S([O-])(=O)=[O:21])=CC=1.[NH+]1C=CC=CC=1. The catalyst is ClCCl.C(OCC)C. The product is [O:21]=[C:13]1[CH2:12][CH:11]([O:1][C@@H:2]2[CH2:6][NH:5][C:4](=[O:7])[CH2:3]2)[CH2:10][CH2:9][O:8]1. The yield is 0.610. (2) The reactants are C([O:9][CH2:10][C:11]1([CH2:17][F:18])[O:16][CH2:15][CH2:14][CH2:13][O:12]1)(=O)C1C=CC=CC=1.[OH-].[Na+].[Cl-].[NH4+]. The catalyst is CO. The product is [F:18][CH2:17][C:11]1([CH2:10][OH:9])[O:16][CH2:15][CH2:14][CH2:13][O:12]1. The yield is 0.893.